Task: Predict the reaction yield, written as a fraction of the theoretical maximum amount of product (1.0 means a 100% yield; for example, 0.34 means a 34% yield).. Dataset: Reaction yield outcomes from USPTO patents with 853,638 reactions (1) The reactants are Cl[CH2:2][C:3](Cl)=[O:4].[N+:6]([C:9]1[CH:14]=[CH:13][C:12]([OH:15])=[C:11]([NH2:16])[CH:10]=1)([O-:8])=[O:7].C([O-])(O)=O.[Na+]. The catalyst is [Cl-].C([N+](C)(C)C)C1C=CC=CC=1.C(Cl)(Cl)Cl. The product is [N+:6]([C:9]1[CH:14]=[CH:13][C:12]2[O:15][CH2:2][C:3](=[O:4])[NH:16][C:11]=2[CH:10]=1)([O-:8])=[O:7]. The yield is 0.410. (2) The reactants are [ClH:1].[NH2:2][C@@H:3]1[CH2:8][CH2:7][CH2:6][N:5]([C:9]2[C:14]([Br:15])=[CH:13][N:12]=[C:11]3[NH:16][CH:17]=[C:18]([NH:19][C:20]([CH:22]4[CH2:24][CH2:23]4)=[O:21])[C:10]=23)[CH2:4]1.Br[CH2:26][CH2:27][F:28].CCN(C(C)C)C(C)C.O. The catalyst is CN(C=O)C. The product is [ClH:1].[Br:15][C:14]1[C:9]([N:5]2[CH2:6][CH2:7][CH2:8][C@@H:3]([NH:2][CH2:26][CH2:27][F:28])[CH2:4]2)=[C:10]2[C:18]([NH:19][C:20]([CH:22]3[CH2:23][CH2:24]3)=[O:21])=[CH:17][NH:16][C:11]2=[N:12][CH:13]=1. The yield is 0.150. (3) The product is [Cl:58][C:59]1[N:64]=[CH:63][C:62]([CH2:65][NH:66][C:22]([C:21]2[CH:20]=[N:19][N:12]3[C@H:13]([C:15]([F:16])([F:18])[F:17])[CH2:14][C@H:9]([C:6]4[CH:5]=[CH:4][C:3]([CH2:1][CH3:2])=[CH:8][CH:7]=4)[NH:10][C:11]=23)=[O:23])=[CH:61][CH:60]=1. The yield is 0.650. The reactants are [CH2:1]([C:3]1[CH:8]=[CH:7][C:6]([C@H:9]2[CH2:14][C@@H:13]([C:15]([F:18])([F:17])[F:16])[N:12]3[N:19]=[CH:20][C:21]([C:22](O)=[O:23])=[C:11]3[NH:10]2)=[CH:5][CH:4]=1)[CH3:2].CN(C(ON1N=NC2C=CC=NC1=2)=[N+](C)C)C.F[P-](F)(F)(F)(F)F.C(N(CC)C(C)C)(C)C.[Cl:58][C:59]1[N:64]=[CH:63][C:62]([CH2:65][NH2:66])=[CH:61][CH:60]=1. No catalyst specified. (4) The reactants are [CH3:1][O:2][C:3]1[CH:23]=[CH:22][C:6]([CH2:7][NH:8][S:9]([C:12]2[CH:21]=[CH:20][C:15]([C:16]([O:18][CH3:19])=[O:17])=[CH:14][CH:13]=2)(=[O:11])=[O:10])=[CH:5][CH:4]=1.C(=O)([O-])[O-].[Cs+].[Cs+].[F:30][C:31]1[CH:38]=[CH:37][C:34]([CH2:35]Br)=[CH:33][CH:32]=1. The catalyst is CC(C)=O. The product is [F:30][C:31]1[CH:38]=[CH:37][C:34]([CH2:35][N:8]([CH2:7][C:6]2[CH:22]=[CH:23][C:3]([O:2][CH3:1])=[CH:4][CH:5]=2)[S:9]([C:12]2[CH:13]=[CH:14][C:15]([C:16]([O:18][CH3:19])=[O:17])=[CH:20][CH:21]=2)(=[O:11])=[O:10])=[CH:33][CH:32]=1. The yield is 0.650. (5) The yield is 0.650. The reactants are C1(S(O)(=O)=O)C=CC=CC=1.[NH2:11][C:12]1[CH:16]=[CH:15][S:14][C:13]=1/[C:17](=[CH:19]/[CH:20]([CH3:22])[CH3:21])/[CH3:18].NC1C=CSC=1/C(=C\C(C)C)/C. No catalyst specified. The product is [NH2:11][C:12]1[CH:16]=[CH:15][S:14][C:13]=1[C:17]([CH2:19][CH:20]([CH3:22])[CH3:21])=[CH2:18]. (6) The reactants are [ClH:1].[F:2][C:3]1[CH:4]=[C:5]([O:12][CH2:13][C:14]([O:16][CH3:17])=[O:15])[CH:6]=[CH:7][C:8]=1[N+:9]([O-])=O. The catalyst is C(OCC)(=O)C.CO.[C].[Pd]. The product is [ClH:1].[NH2:9][C:8]1[CH:7]=[CH:6][C:5]([O:12][CH2:13][C:14]([O:16][CH3:17])=[O:15])=[CH:4][C:3]=1[F:2]. The yield is 0.350. (7) The reactants are Cl[C:2]1[N:11]=[CH:10][C:9]2[N:8]3[CH:12]=[N:13][N:14]=[C:7]3[C@@H:6]([CH2:15][CH3:16])[N:5]([CH:17]3[CH2:21][CH2:20][CH2:19][CH2:18]3)[C:4]=2[N:3]=1.[NH2:22][C:23]1[CH:32]=[CH:31][C:26]([C:27]([NH:29][CH3:30])=[O:28])=[CH:25][C:24]=1[O:33][CH3:34].Cl.C([O-])(O)=O.[Na+]. The catalyst is C(O)C.O. The product is [CH:17]1([N:5]2[C:4]3[N:3]=[C:2]([NH:22][C:23]4[CH:32]=[CH:31][C:26]([C:27]([NH:29][CH3:30])=[O:28])=[CH:25][C:24]=4[O:33][CH3:34])[N:11]=[CH:10][C:9]=3[N:8]3[CH:12]=[N:13][N:14]=[C:7]3[C@H:6]2[CH2:15][CH3:16])[CH2:21][CH2:20][CH2:19][CH2:18]1. The yield is 0.780. (8) The reactants are [CH3:1][O:2][C:3]1[C:11]([CH3:12])=[C:10]2[C:6]([C:7](=[O:13])[O:8][CH2:9]2)=[C:5]([O:14][CH2:15][CH2:16][Si:17]([CH3:20])([CH3:19])[CH3:18])[C:4]=1[CH2:21][CH:22]=[C:23]([CH3:26])[CH:24]=[O:25].[Li+].[BH4-]. The catalyst is CO.C1COCC1. The product is [OH:25][CH2:24][C:23]([CH3:26])=[CH:22][CH2:21][C:4]1[C:5]([O:14][CH2:15][CH2:16][Si:17]([CH3:18])([CH3:20])[CH3:19])=[C:6]2[C:10]([CH2:9][O:8][C:7]2=[O:13])=[C:11]([CH3:12])[C:3]=1[O:2][CH3:1]. The yield is 0.970. (9) The reactants are [NH2:1][CH:2]([CH:6]1[CH2:10][CH2:9][NH:8][CH2:7]1)[CH2:3][C:4]#[N:5].[CH:11]1([N:14]2[C:23]3[C:18](=[CH:19][C:20]([F:26])=[C:21](F)[C:22]=3[CH3:24])[C:17](=O)[NH:16][C:15]2=[O:28])[CH2:13][CH2:12]1.CN(C)C(N(C)C)=N.Cl.CS(C)=[O:40]. The catalyst is ClCCl.O. The product is [NH2:1][CH:2]([CH:6]1[CH2:10][CH2:9][N:8]([C:21]2[C:22]([CH3:24])=[C:17]3[C:18]([C:23](=[O:40])[N:14]([CH:11]4[CH2:12][CH2:13]4)[C:15](=[O:28])[NH:16]3)=[CH:19][C:20]=2[F:26])[CH2:7]1)[CH2:3][C:4]#[N:5]. The yield is 0.110. (10) The reactants are [C:1]([O:12][CH2:13][CH3:14])(=[O:11])[C:2]1[CH:10]=[CH:9][C:7]([OH:8])=[C:4]([O:5][CH3:6])[CH:3]=1.[C:15]([O-])([O-])=[O:16].[K+].[K+].C[C:22]([CH3:24])=[O:23]. No catalyst specified. The product is [CH2:13]([O:12][C:1](=[O:11])[C:2]1[CH:10]=[CH:9][C:7]([O:8][CH2:24][C:22]([O:16][CH3:15])=[O:23])=[C:4]([O:5][CH3:6])[CH:3]=1)[CH3:14]. The yield is 0.700.